Dataset: Forward reaction prediction with 1.9M reactions from USPTO patents (1976-2016). Task: Predict the product of the given reaction. (1) Given the reactants [Br:1][C:2]1[N:11]=[C:5]2[CH:6]=[C:7](Br)[CH:8]=[CH:9][N:4]2[N:3]=1.[C:12](=[O:19])([O:14][C:15]([CH3:18])([CH3:17])[CH3:16])[NH2:13].C(=O)([O-])[O-].[Cs+].[Cs+], predict the reaction product. The product is: [Br:1][C:2]1[N:11]=[C:5]2[CH:6]=[C:7]([NH:13][C:12](=[O:19])[O:14][C:15]([CH3:18])([CH3:17])[CH3:16])[CH:8]=[CH:9][N:4]2[N:3]=1. (2) Given the reactants C([N-]C(C)C)(C)C.[Li+].[Br:9][C:10]1[C:19]2[C:14](=[C:15]([OH:20])[CH:16]=[CH:17][CH:18]=2)[N:13]=[C:12]([CH3:21])[CH:11]=1.C1C=CC(S(N(S(C2C=CC=CC=2)(=O)=O)[F:32])(=O)=O)=CC=1, predict the reaction product. The product is: [Br:9][C:10]1[C:19]2[C:14](=[C:15]([OH:20])[CH:16]=[CH:17][CH:18]=2)[N:13]=[C:12]([CH2:21][F:32])[CH:11]=1. (3) Given the reactants C([O:8][C:9]1[CH:14]=[CH:13][C:12]([CH2:15][CH2:16][N:17]([N:26]2[CH:30]=[N:29][N:28]=[CH:27]2)[C:18]2[CH:25]=[CH:24][C:21]([C:22]#[N:23])=[CH:20][CH:19]=2)=[CH:11][CH:10]=1)C1C=CC=CC=1.C(O)C.C(OCC)(=O)C, predict the reaction product. The product is: [OH:8][C:9]1[CH:14]=[CH:13][C:12]([CH2:15][CH2:16][N:17]([N:26]2[CH:27]=[N:28][N:29]=[CH:30]2)[C:18]2[CH:25]=[CH:24][C:21]([C:22]#[N:23])=[CH:20][CH:19]=2)=[CH:11][CH:10]=1.